From a dataset of CYP2D6 inhibition data for predicting drug metabolism from PubChem BioAssay. Regression/Classification. Given a drug SMILES string, predict its absorption, distribution, metabolism, or excretion properties. Task type varies by dataset: regression for continuous measurements (e.g., permeability, clearance, half-life) or binary classification for categorical outcomes (e.g., BBB penetration, CYP inhibition). Dataset: cyp2d6_veith. (1) The compound is Cc1ccccc1CN1CCN(CC(=O)NCCCN2CCN(c3ccc(F)cc3)CC2)C1=O. The result is 1 (inhibitor). (2) The compound is Cc1noc(C)c1C(=O)N1CCC2(CC1)CN(Cc1cc(C(F)(F)F)cc(C(F)(F)F)c1)C2. The result is 0 (non-inhibitor). (3) The molecule is CCCC(=O)NC(Nc1cccc(C(F)(F)F)c1)C(Cl)(Cl)Cl. The result is 1 (inhibitor). (4) The molecule is Cc1ccccc1CS(=O)(=O)Cc1ccc(C(=O)NCc2cccnc2)o1. The result is 1 (inhibitor). (5) The drug is O=C(O)[C@H]1C[C@@H](C(=O)O)[C@@H](C(=O)O)[C@@H]1C(=O)O. The result is 0 (non-inhibitor). (6) The molecule is Cc1nnc2ccc(-c3cccc(C(F)(F)F)c3)nn12. The result is 0 (non-inhibitor). (7) The molecule is CC(Oc1ccc(-c2ccccc2)c(F)c1)c1ccn(S(=O)(=O)c2ccc(Cl)cc2)n1. The result is 0 (non-inhibitor).